From a dataset of CYP1A2 inhibition data for predicting drug metabolism from PubChem BioAssay. Regression/Classification. Given a drug SMILES string, predict its absorption, distribution, metabolism, or excretion properties. Task type varies by dataset: regression for continuous measurements (e.g., permeability, clearance, half-life) or binary classification for categorical outcomes (e.g., BBB penetration, CYP inhibition). Dataset: cyp1a2_veith. (1) The drug is O=S(=O)(O)[C@@H](c1ccccc1)[C@@H](O)c1ccccc1. The result is 0 (non-inhibitor). (2) The molecule is Nc1nc(=S)[nH]c2c1C1(CCCC1)Cc1ccccc1-2. The result is 1 (inhibitor). (3) The result is 1 (inhibitor). The drug is c1ccc(CNc2ccnc(-c3cccnc3)n2)cc1. (4) The compound is CN(C)c1ncc2nc(-c3cc(F)cc(F)c3)c(=O)n(CCC#N)c2n1. The result is 0 (non-inhibitor).